From a dataset of Full USPTO retrosynthesis dataset with 1.9M reactions from patents (1976-2016). Predict the reactants needed to synthesize the given product. (1) Given the product [CH3:34][C@H:30]1[CH2:31][CH2:32][CH2:33][N:29]1[C@H:26]1[CH2:27][CH2:28][N:24]([C:21]2[N:22]=[CH:23][C:18]([N:15]3[CH2:14][CH2:13][C:12]4([CH2:35][CH2:36][NH:9][CH2:10][CH2:11]4)[C:16]3=[O:17])=[N:19][CH:20]=2)[CH2:25]1, predict the reactants needed to synthesize it. The reactants are: Cl.C(OC([N:9]1[CH2:36][CH2:35][C:12]2([C:16](=[O:17])[N:15]([C:18]3[CH:23]=[N:22][C:21]([N:24]4[CH2:28][CH2:27][C@H:26]([N:29]5[CH2:33][CH2:32][CH2:31][C@@H:30]5[CH3:34])[CH2:25]4)=[CH:20][N:19]=3)[CH2:14][CH2:13]2)[CH2:11][CH2:10]1)=O)(C)(C)C. (2) Given the product [C:44]([C:43]1[CH:42]=[C:27]([CH:26]=[CH:25][C:24]=1[O:36][CH:52]([CH3:53])[CH3:54])[C:28]([O:31][CH3:32])=[O:61])#[N:45], predict the reactants needed to synthesize it. The reactants are: NC[C@@H](N[C:24](=[O:36])[C:25]1C=C[C:28]([O:31][CH:32](C)C)=[C:27](Cl)[CH:26]=1)CC1C=CC(C2N=C3C(C(O)C)=CC=CN3C=2)=CC=1.CCN=C=N[CH2:42][CH2:43][CH2:44][N:45](C)C.C(N(CC)[CH:52]([CH3:54])[CH3:53])(C)C.CN(C)CC(O)=[O:61]. (3) Given the product [CH3:1][O:2][C:3](=[O:16])[C:4]1[CH:9]=[C:8]([C:18]#[C:17][Si:19]([CH3:22])([CH3:21])[CH3:20])[C:7]([NH:11][C:12](=[O:14])[CH3:13])=[CH:6][C:5]=1[Cl:15], predict the reactants needed to synthesize it. The reactants are: [CH3:1][O:2][C:3](=[O:16])[C:4]1[CH:9]=[C:8](I)[C:7]([NH:11][C:12](=[O:14])[CH3:13])=[CH:6][C:5]=1[Cl:15].[C:17]([Si:19]([CH3:22])([CH3:21])[CH3:20])#[CH:18]. (4) Given the product [Cl:9][C:10]1[CH:15]=[CH:14][CH:13]=[CH:12][C:11]=1[CH2:16][N:17]1[C:18]([OH:38])=[C:19]([C:34]([NH:8][CH2:7][C:2]2[CH:3]=[CH:4][CH:5]=[CH:6][N:1]=2)=[O:35])[C:20]([OH:33])=[C:21]([C:24]([NH:26][CH2:27][C:28]([OH:30])=[O:29])=[O:25])[C:22]1=[O:23], predict the reactants needed to synthesize it. The reactants are: [N:1]1[CH:6]=[CH:5][CH:4]=[CH:3][C:2]=1[CH2:7][NH2:8].[Cl:9][C:10]1[CH:15]=[CH:14][CH:13]=[CH:12][C:11]=1[CH2:16][N:17]1[C:22](=[O:23])[C:21]([C:24]([NH:26][CH2:27][C:28]([O:30]CC)=[O:29])=[O:25])=[C:20]([OH:33])[C:19]([C:34](OC)=[O:35])=[C:18]1[OH:38]. (5) Given the product [F:1][C:2]1[C:3]([C:4](=[O:5])[NH:6][C:7]2[C:12]([C:13]([F:16])([F:15])[F:14])=[CH:11][C:10]([C:17]([F:29])([C:22]([F:27])([F:28])[C:23]([F:24])([F:25])[F:26])[C:18]([F:20])([F:21])[F:19])=[CH:9][C:8]=2[I:30])=[CH:31][CH:32]=[CH:33][C:34]=1[N:35]([CH3:36])[C:41](=[O:42])[O:40][CH2:39][C:38]([Cl:45])([Cl:44])[Cl:37], predict the reactants needed to synthesize it. The reactants are: [F:1][C:2]1[C:34]([NH:35][CH3:36])=[CH:33][CH:32]=[CH:31][C:3]=1[C:4]([NH:6][C:7]1[C:12]([C:13]([F:16])([F:15])[F:14])=[CH:11][C:10]([C:17]([F:29])([C:22]([F:28])([F:27])[C:23]([F:26])([F:25])[F:24])[C:18]([F:21])([F:20])[F:19])=[CH:9][C:8]=1[I:30])=[O:5].[Cl:37][C:38]([Cl:45])([Cl:44])[CH2:39][O:40][C:41](Cl)=[O:42]. (6) The reactants are: [C:1]([NH:8][C@H:9]([CH2:17][OH:18])[CH2:10][C:11]1[CH:16]=[CH:15][CH:14]=[CH:13][CH:12]=1)([O:3][C:4]([CH3:7])([CH3:6])[CH3:5])=[O:2].C(N(CC)CC)C.[C:26]1([CH3:36])[CH:31]=[CH:30][C:29]([S:32](Cl)(=[O:34])=[O:33])=[CH:28][CH:27]=1. Given the product [C:4]([O:3][C:1]([NH:8][C@@H:9]([CH2:10][C:11]1[CH:12]=[CH:13][CH:14]=[CH:15][CH:16]=1)[CH2:17][O:18][S:32]([C:29]1[CH:30]=[CH:31][C:26]([CH3:36])=[CH:27][CH:28]=1)(=[O:34])=[O:33])=[O:2])([CH3:5])([CH3:7])[CH3:6], predict the reactants needed to synthesize it.